From a dataset of Plasma protein binding rate (PPBR) regression data from AstraZeneca. Regression/Classification. Given a drug SMILES string, predict its absorption, distribution, metabolism, or excretion properties. Task type varies by dataset: regression for continuous measurements (e.g., permeability, clearance, half-life) or binary classification for categorical outcomes (e.g., BBB penetration, CYP inhibition). For this dataset (ppbr_az), we predict Y. (1) The drug is Cc1ccc2nc(C[N+]34CCC(CC3)[C@@H](OC(=O)[C@](C)(c3ccccc3)N3CCCCC3)C4)oc2c1. The Y is 93.0 %. (2) The compound is CN1CCN(C(=O)c2cccc(Cc3n[nH]c(=O)c4ccccc34)c2)CC1. The Y is 65.1 %. (3) The drug is CCCN(c1cccnc1)P(=O)(c1ccccc1)c1ccccc1. The Y is 98.0 %. (4) The molecule is CC(C)Cn1c(=O)n(C)c(=O)c2c(C(=O)N3C[C@H](O)CO3)c(Cc3ccccc3C(F)(F)F)sc21. The Y is 94.8 %.